From a dataset of NCI-60 drug combinations with 297,098 pairs across 59 cell lines. Regression. Given two drug SMILES strings and cell line genomic features, predict the synergy score measuring deviation from expected non-interaction effect. (1) Cell line: NCI/ADR-RES. Synergy scores: CSS=-1.35, Synergy_ZIP=1.93, Synergy_Bliss=1.32, Synergy_Loewe=-2.48, Synergy_HSA=-1.46. Drug 1: CC1C(C(CC(O1)OC2CC(CC3=C2C(=C4C(=C3O)C(=O)C5=C(C4=O)C(=CC=C5)OC)O)(C(=O)C)O)N)O.Cl. Drug 2: N.N.Cl[Pt+2]Cl. (2) Drug 2: CC1CCC2CC(C(=CC=CC=CC(CC(C(=O)C(C(C(=CC(C(=O)CC(OC(=O)C3CCCCN3C(=O)C(=O)C1(O2)O)C(C)CC4CCC(C(C4)OC)O)C)C)O)OC)C)C)C)OC. Drug 1: C1=NC2=C(N=C(N=C2N1C3C(C(C(O3)CO)O)F)Cl)N. Synergy scores: CSS=5.97, Synergy_ZIP=-2.52, Synergy_Bliss=3.21, Synergy_Loewe=1.73, Synergy_HSA=2.79. Cell line: OVCAR-4. (3) Drug 1: CCC1(CC2CC(C3=C(CCN(C2)C1)C4=CC=CC=C4N3)(C5=C(C=C6C(=C5)C78CCN9C7C(C=CC9)(C(C(C8N6C=O)(C(=O)OC)O)OC(=O)C)CC)OC)C(=O)OC)O.OS(=O)(=O)O. Drug 2: CC1C(C(CC(O1)OC2CC(CC3=C2C(=C4C(=C3O)C(=O)C5=C(C4=O)C(=CC=C5)OC)O)(C(=O)CO)O)N)O.Cl. Cell line: NCI-H322M. Synergy scores: CSS=20.4, Synergy_ZIP=0.387, Synergy_Bliss=1.40, Synergy_Loewe=1.98, Synergy_HSA=1.58. (4) Drug 1: COC1=C(C=C2C(=C1)N=CN=C2NC3=CC(=C(C=C3)F)Cl)OCCCN4CCOCC4. Drug 2: C1=CC(=CC=C1CCCC(=O)O)N(CCCl)CCCl. Cell line: OVCAR-4. Synergy scores: CSS=28.6, Synergy_ZIP=5.14, Synergy_Bliss=10.2, Synergy_Loewe=-12.2, Synergy_HSA=9.86. (5) Drug 1: CC1=CC=C(C=C1)C2=CC(=NN2C3=CC=C(C=C3)S(=O)(=O)N)C(F)(F)F. Drug 2: CCCCCOC(=O)NC1=NC(=O)N(C=C1F)C2C(C(C(O2)C)O)O. Cell line: HL-60(TB). Synergy scores: CSS=-21.8, Synergy_ZIP=4.31, Synergy_Bliss=-8.66, Synergy_Loewe=-21.1, Synergy_HSA=-21.5. (6) Drug 1: C1CC(C1)(C(=O)O)C(=O)O.[NH2-].[NH2-].[Pt+2]. Drug 2: CN1C(=O)N2C=NC(=C2N=N1)C(=O)N. Cell line: HOP-92. Synergy scores: CSS=19.3, Synergy_ZIP=-2.55, Synergy_Bliss=2.27, Synergy_Loewe=-5.60, Synergy_HSA=1.26. (7) Drug 1: C1C(C(OC1N2C=NC3=C2NC=NCC3O)CO)O. Synergy scores: CSS=28.9, Synergy_ZIP=-0.246, Synergy_Bliss=-3.26, Synergy_Loewe=-2.26, Synergy_HSA=-0.434. Drug 2: CC1CCCC2(C(O2)CC(NC(=O)CC(C(C(=O)C(C1O)C)(C)C)O)C(=CC3=CSC(=N3)C)C)C. Cell line: SK-MEL-5. (8) Drug 1: C1CN1P(=S)(N2CC2)N3CC3. Drug 2: CCCCC(=O)OCC(=O)C1(CC(C2=C(C1)C(=C3C(=C2O)C(=O)C4=C(C3=O)C=CC=C4OC)O)OC5CC(C(C(O5)C)O)NC(=O)C(F)(F)F)O. Cell line: NCI/ADR-RES. Synergy scores: CSS=23.7, Synergy_ZIP=-6.53, Synergy_Bliss=0.732, Synergy_Loewe=-1.06, Synergy_HSA=-0.0268. (9) Cell line: HCT-15. Drug 2: CC1C(C(CC(O1)OC2CC(CC3=C2C(=C4C(=C3O)C(=O)C5=C(C4=O)C(=CC=C5)OC)O)(C(=O)CO)O)N)O.Cl. Drug 1: C1=NNC2=C1C(=O)NC=N2. Synergy scores: CSS=28.4, Synergy_ZIP=-4.54, Synergy_Bliss=0.579, Synergy_Loewe=-6.08, Synergy_HSA=2.57. (10) Drug 1: CC=C1C(=O)NC(C(=O)OC2CC(=O)NC(C(=O)NC(CSSCCC=C2)C(=O)N1)C(C)C)C(C)C. Drug 2: C(CC(=O)O)C(=O)CN.Cl. Cell line: BT-549. Synergy scores: CSS=31.1, Synergy_ZIP=-4.96, Synergy_Bliss=-3.91, Synergy_Loewe=-4.06, Synergy_HSA=-3.43.